Task: Predict which catalyst facilitates the given reaction.. Dataset: Catalyst prediction with 721,799 reactions and 888 catalyst types from USPTO (1) Reactant: [C:1]1(=O)[C@H:6]2[CH2:7][C:8]3[CH:9]=[CH:10][CH:11]=[CH:12][C:13]=3[N:5]2[C:4](=O)[CH2:3][NH:2]1.[H-].[H-].[H-].[H-].[Li+].[Al+3]. Product: [CH2:1]1[C@H:6]2[CH2:7][C:8]3[CH:9]=[CH:10][CH:11]=[CH:12][C:13]=3[N:5]2[CH2:4][CH2:3][NH:2]1. The catalyst class is: 1. (2) Reactant: [F:1][C:2]([F:23])([C:17]1[CH:22]=[CH:21][CH:20]=[CH:19][CH:18]=1)[CH2:3][NH:4][C:5]1[C:6]([F:16])=[C:7]([CH2:12][C:13]([OH:15])=O)[C:8]([Cl:11])=[CH:9][CH:10]=1.[NH2:24][CH2:25][C:26]1[CH:27]=[CH:28][C:29]([NH:33][C:34]([O:36][C:37]([CH3:40])([CH3:39])[CH3:38])=[O:35])=[N:30][C:31]=1[CH3:32].F[P-](F)(F)(F)(F)F.N1(O[P+](N(C)C)(N(C)C)N(C)C)C2C=CC=CC=2N=N1.CCN(C(C)C)C(C)C. Product: [F:23][C:2]([F:1])([C:17]1[CH:22]=[CH:21][CH:20]=[CH:19][CH:18]=1)[CH2:3][NH:4][C:5]1[C:6]([F:16])=[C:7]([CH2:12][C:13]([NH:24][CH2:25][C:26]2[C:31]([CH3:32])=[N:30][C:29]([NH:33][C:34]([O:36][C:37]([CH3:39])([CH3:38])[CH3:40])=[O:35])=[CH:28][CH:27]=2)=[O:15])[C:8]([Cl:11])=[CH:9][CH:10]=1. The catalyst class is: 3. (3) Reactant: [Br:1][C:2]1[C:3]([O:12][CH3:13])=[CH:4][C:5]([F:11])=[C:6]([CH:10]=1)[C:7](O)=[O:8].S(Cl)([Cl:16])=O. Product: [Br:1][C:2]1[C:3]([O:12][CH3:13])=[CH:4][C:5]([F:11])=[C:6]([CH:10]=1)[C:7]([Cl:16])=[O:8]. The catalyst class is: 575.